Dataset: Full USPTO retrosynthesis dataset with 1.9M reactions from patents (1976-2016). Task: Predict the reactants needed to synthesize the given product. (1) Given the product [C:28]1([N:34]2[C:5]([C:7]3[C:12](=[O:13])[CH:11]=[CH:10][N:9]([C:14]4[CH:19]=[CH:18][C:17]([S:20]([C:23]([F:25])([F:26])[F:24])(=[O:21])=[O:22])=[CH:16][CH:15]=4)[N:8]=3)=[CH:4][CH:3]=[N:2]2)[CH:33]=[CH:32][CH:31]=[CH:30][CH:29]=1, predict the reactants needed to synthesize it. The reactants are: C[N:2](C)/[CH:3]=[CH:4]/[C:5]([C:7]1[C:12](=[O:13])[CH:11]=[CH:10][N:9]([C:14]2[CH:19]=[CH:18][C:17]([S:20]([C:23]([F:26])([F:25])[F:24])(=[O:22])=[O:21])=[CH:16][CH:15]=2)[N:8]=1)=O.[C:28]1([NH:34]N)[CH:33]=[CH:32][CH:31]=[CH:30][CH:29]=1. (2) The reactants are: [CH3:1][C:2]1[C:3](=[O:16])[CH:4]=[C:5]([CH2:8][O:9]C2CCCCO2)[O:6][CH:7]=1.C(=O)([O-])[O-].[K+].[K+].C(Cl)(Cl)Cl. Given the product [OH:9][CH2:8][C:5]1[O:6][CH:7]=[C:2]([CH3:1])[C:3](=[O:16])[CH:4]=1, predict the reactants needed to synthesize it. (3) The reactants are: [C:1]([C:4]1[CH:5]=[C:6]([CH:8]=[C:9]([C:11](=[O:13])[CH3:12])[CH:10]=1)[NH2:7])(=[O:3])[CH3:2].[C:14]([NH:16][C:17]([NH2:19])=[NH:18])#[N:15].[ClH:20]. Given the product [ClH:20].[C:1]([C:4]1[CH:5]=[C:6]([NH:7][C:14]([NH:16][C:17]([NH2:19])=[NH:18])=[NH:15])[CH:8]=[C:9]([C:11](=[O:13])[CH3:12])[CH:10]=1)(=[O:3])[CH3:2], predict the reactants needed to synthesize it. (4) The reactants are: FC(F)(F)C(O)=O.C(O[C:13]([N:15](C)[C:16]1[CH:17]=[CH:18][C:19]2[N:20]([C:22]([C:25]([C:27]3[CH:28]=[CH:29][C:30]([N+:37]([O-:39])=[O:38])=[C:31]([CH:36]=3)[C:32]([O:34][CH3:35])=[O:33])=[O:26])=[N:23][CH:24]=2)[CH:21]=1)=O)(C)(C)C. Given the product [CH3:13][NH:15][C:16]1[CH:17]=[CH:18][C:19]2[N:20]([C:22]([C:25]([C:27]3[CH:28]=[CH:29][C:30]([N+:37]([O-:39])=[O:38])=[C:31]([CH:36]=3)[C:32]([O:34][CH3:35])=[O:33])=[O:26])=[N:23][CH:24]=2)[CH:21]=1, predict the reactants needed to synthesize it.